From a dataset of Reaction yield outcomes from USPTO patents with 853,638 reactions. Predict the reaction yield, written as a fraction of the theoretical maximum amount of product (1.0 means a 100% yield; for example, 0.34 means a 34% yield). (1) The reactants are C(OC([NH:8][CH2:9][CH:10]1[CH2:15][CH2:14][N:13]([C:16]2[N:20]([CH3:21])[N:19]=[CH:18][C:17]=2[NH:22][C:23]([C:25]2[N:26]=[C:27](Br)[S:28][C:29]=2[NH:30]C(=O)OC(C)(C)C)=[O:24])[CH2:12][CH2:11]1)=O)CCC.[Cl:39][C:40]1[CH:45]=[CH:44][C:43]([Cl:46])=[CH:42][C:41]=1B(O)O. No catalyst specified. The product is [NH2:30][C:29]1[S:28][C:27]([C:44]2[CH:45]=[C:40]([Cl:39])[CH:41]=[CH:42][C:43]=2[Cl:46])=[N:26][C:25]=1[C:23]([NH:22][C:17]1[CH:18]=[N:19][N:20]([CH3:21])[C:16]=1[N:13]1[CH2:12][CH2:11][CH:10]([CH2:9][NH2:8])[CH2:15][CH2:14]1)=[O:24]. The yield is 0.190. (2) The reactants are [CH3:1][C:2]1[C:3]([NH2:9])=[C:4]([NH2:8])[CH:5]=[CH:6][CH:7]=1.[OH-].[NH4+].[CH:12](O)=O. No catalyst specified. The product is [CH3:1][C:2]1[C:3]2[NH:9][CH:12]=[N:8][C:4]=2[CH:5]=[CH:6][CH:7]=1. The yield is 0.710. (3) The reactants are [CH:1]1[C:6]([C@@H:7]([NH2:11])[C:8]([OH:10])=[O:9])=[CH:5][CH:4]=[C:3]([OH:12])[CH:2]=1.S(Cl)([Cl:15])=O.[CH3:17]O. No catalyst specified. The product is [CH3:17][O:9][C:8]([C@H:7]([NH2:11])[C:6]1[CH:5]=[CH:4][C:3]([OH:12])=[CH:2][CH:1]=1)=[O:10].[ClH:15]. The yield is 0.953. (4) The reactants are Br[C:2]1[CH:3]=[C:4]([NH:8][C:9]2[N:14]=[C:13]([C:15]([F:18])([F:17])[F:16])[CH:12]=[CH:11][N:10]=2)[CH:5]=[CH:6][CH:7]=1.[CH3:19][C:20]1([CH3:36])[C:24]([CH3:26])([CH3:25])[O:23][B:22]([B:22]2[O:23][C:24]([CH3:26])([CH3:25])[C:20]([CH3:36])([CH3:19])[O:21]2)[O:21]1.CC([O-])=O.[K+]. The catalyst is O1CCOCC1.C1C=CC(P(C2C=CC=CC=2)[C-]2C=CC=C2)=CC=1.C1C=CC(P(C2C=CC=CC=2)[C-]2C=CC=C2)=CC=1.Cl[Pd]Cl.[Fe+2]. The product is [CH3:19][C:20]1([CH3:36])[C:24]([CH3:26])([CH3:25])[O:23][B:22]([C:2]2[CH:3]=[C:4]([NH:8][C:9]3[N:14]=[C:13]([C:15]([F:18])([F:17])[F:16])[CH:12]=[CH:11][N:10]=3)[CH:5]=[CH:6][CH:7]=2)[O:21]1. The yield is 0.610. (5) The reactants are [CH3:1][NH:2][CH2:3][CH2:4][OH:5].[C:14](O[C:14]([O:16][C:17]([CH3:20])([CH3:19])[CH3:18])=[O:15])([O:16][C:17]([CH3:20])([CH3:19])[CH3:18])=[O:15]. The catalyst is CN(C)C1C=CN=CC=1.C(#N)C. The product is [C:17]([O:16][C:14](=[O:15])[N:2]([CH2:3][CH2:4][OH:5])[CH3:1])([CH3:18])([CH3:19])[CH3:20]. The yield is 0.620.